This data is from Peptide-MHC class I binding affinity with 185,985 pairs from IEDB/IMGT. The task is: Regression. Given a peptide amino acid sequence and an MHC pseudo amino acid sequence, predict their binding affinity value. This is MHC class I binding data. (1) The peptide sequence is SEILKTLGF. The MHC is HLA-B44:03 with pseudo-sequence HLA-B44:03. The binding affinity (normalized) is 0.755. (2) The peptide sequence is HVIYFTAFT. The MHC is HLA-B27:03 with pseudo-sequence HLA-B27:03. The binding affinity (normalized) is 0.0847. (3) The peptide sequence is YEDKVWDKY. The MHC is HLA-A23:01 with pseudo-sequence HLA-A23:01. The binding affinity (normalized) is 0. (4) The peptide sequence is QMRTPLHKY. The MHC is HLA-A03:01 with pseudo-sequence HLA-A03:01. The binding affinity (normalized) is 0.543. (5) The peptide sequence is RTSKAPLER. The MHC is HLA-A02:06 with pseudo-sequence HLA-A02:06. The binding affinity (normalized) is 0. (6) The peptide sequence is VVGADGFGY. The MHC is HLA-B57:01 with pseudo-sequence HLA-B57:01. The binding affinity (normalized) is 0.0847.